Dataset: Forward reaction prediction with 1.9M reactions from USPTO patents (1976-2016). Task: Predict the product of the given reaction. (1) The product is: [Cl:1][C:2]1[CH:3]=[C:4]([CH2:5][OH:6])[CH:8]=[C:9]([CH3:11])[N:10]=1. Given the reactants [Cl:1][C:2]1[CH:3]=[C:4]([CH:8]=[C:9]([CH3:11])[N:10]=1)[C:5](O)=[O:6].B.C1COCC1, predict the reaction product. (2) The product is: [C:27]1([C:2]2[C:14]3[C:13]4[C:8](=[CH:9][C:10]([C:15]([CH3:17])([CH3:18])[CH3:16])=[CH:11][CH:12]=4)[CH2:7][C:6]=3[CH:5]=[C:4]([C:19]([CH3:20])([CH3:22])[CH3:21])[CH:3]=2)[CH:32]=[CH:31][CH:30]=[CH:29][CH:28]=1. Given the reactants Br[C:2]1[C:14]2[C:13]3[C:8](=[CH:9][C:10]([C:15]([CH3:18])([CH3:17])[CH3:16])=[CH:11][CH:12]=3)[CH2:7][C:6]=2[CH:5]=[C:4]([C:19]([CH3:22])([CH3:21])[CH3:20])[CH:3]=1.C([C:27]1[CH:32]=[CH:31][C:30](B(O)O)=[CH:29][CH:28]=1)(C)(C)C.C([O-])([O-])=O.[Na+].[Na+], predict the reaction product. (3) Given the reactants [CH3:1][O:2][C:3](=[O:20])[CH:4]([C:9]1[CH:14]=[C:13]([O:15][CH3:16])[CH:12]=[CH:11][C:10]=1[N+:17]([O-])=O)[C:5](OC)=[O:6], predict the reaction product. The product is: [CH3:1][O:2][C:3]([CH:4]1[C:9]2[C:10](=[CH:11][CH:12]=[C:13]([O:15][CH3:16])[CH:14]=2)[NH:17][C:5]1=[O:6])=[O:20]. (4) Given the reactants C(OC(C[C@@H]1OC(C)(C)O[C@H](CCN([C:27](=[O:35])[C:28]2[CH:33]=[CH:32][C:31](F)=[CH:30][CH:29]=2)C(C(C)C)C(O)=O)C1)=O)(C)(C)C.[CH3:36][CH:37]([CH3:43])[C:38](=[O:42])[C:39]([O-])=[O:40].[Na+].C(O[BH-](OC(=O)C)OC(=O)C)(=O)C.[Na+], predict the reaction product. The product is: [CH2:27]([O:35][C:39](=[O:40])[CH:38]([OH:42])[CH:37]([CH3:43])[CH3:36])[C:28]1[CH:29]=[CH:30][CH:31]=[CH:32][CH:33]=1.